From a dataset of Reaction yield outcomes from USPTO patents with 853,638 reactions. Predict the reaction yield, written as a fraction of the theoretical maximum amount of product (1.0 means a 100% yield; for example, 0.34 means a 34% yield). (1) The product is [F:4][C:5]1[C:6]([C:14]2([C:15]#[N:16])[CH2:19][CH2:18]2)=[CH:7][C:8]2[O:12][CH2:11][O:10][C:9]=2[CH:13]=1. The reactants are O.[OH-].[Na+].[F:4][C:5]1[C:6]([CH2:14][C:15]#[N:16])=[CH:7][C:8]2[O:12][CH2:11][O:10][C:9]=2[CH:13]=1.Br[CH2:18][CH2:19]Cl. The catalyst is [Br-].C([N+](CCCC)(CCCC)CCCC)CCC.C1(C)C=CC=CC=1. The yield is 0.600. (2) The reactants are C[O-].[Na+].Cl.[NH2:5]O.[F:7][C:8]1[CH:13]=[C:12]([F:14])[CH:11]=[CH:10][C:9]=1[N:15]1[C:23]2[CH:22]3[CH2:24][CH:19]([CH2:20][CH2:21]3)[C:18]=2[C:17]([C:25](=[N:28][C:29](=[O:34])[C:30]([CH3:33])([CH3:32])[CH3:31])OC)=[N:16]1. The catalyst is CO. The product is [C:30]([C:29]1[O:34][N:5]=[C:25]([C:17]2[C:18]3[CH:19]4[CH2:24][CH:22]([C:23]=3[N:15]([C:9]3[CH:10]=[CH:11][C:12]([F:14])=[CH:13][C:8]=3[F:7])[N:16]=2)[CH2:21][CH2:20]4)[N:28]=1)([CH3:33])([CH3:31])[CH3:32]. The yield is 0.850. (3) The reactants are [NH2:1][C:2]1[N:6]=[CH:5][N:4]([C:7]2[CH:14]=[CH:13][C:12](/[CH:15]=[CH:16]/[CH:17]([C:22]3[CH:27]=[C:26]([Cl:28])[C:25]([Cl:29])=[C:24]([Cl:30])[CH:23]=3)[C:18]([F:21])([F:20])[F:19])=[CH:11][C:8]=2[C:9]#[N:10])[N:3]=1.[CH:31]1([C:34](Cl)=[O:35])[CH2:33][CH2:32]1. The catalyst is C(Cl)Cl. The product is [C:9]([C:8]1[CH:11]=[C:12](/[CH:15]=[CH:16]/[CH:17]([C:22]2[CH:23]=[C:24]([Cl:30])[C:25]([Cl:29])=[C:26]([Cl:28])[CH:27]=2)[C:18]([F:19])([F:20])[F:21])[CH:13]=[CH:14][C:7]=1[N:4]1[CH:5]=[N:6][C:2]([N:1]([C:34]([CH:31]2[CH2:33][CH2:32]2)=[O:35])[C:34]([CH:31]2[CH2:33][CH2:32]2)=[O:35])=[N:3]1)#[N:10]. The yield is 0.790. (4) The reactants are [NH2:1][C:2]1[C:3]([CH:8]=O)=[N:4][CH:5]=[CH:6][N:7]=1.[CH2:10]([NH:12][C:13]1[CH:18]=[CH:17][N:16]=[CH:15][C:14]=1[NH2:19])[CH3:11].S([O-])(O)=O.[Na+]. The catalyst is CC(N(C)C)=O. The product is [CH2:10]([N:12]1[C:13]2[CH:18]=[CH:17][N:16]=[CH:15][C:14]=2[N:19]=[C:8]1[C:3]1[C:2]([NH2:1])=[N:7][CH:6]=[CH:5][N:4]=1)[CH3:11]. The yield is 0.800.